This data is from Forward reaction prediction with 1.9M reactions from USPTO patents (1976-2016). The task is: Predict the product of the given reaction. (1) Given the reactants [OH:1]/[N:2]=[C:3](\Cl)/[C:4]1[CH:9]=[CH:8][CH:7]=[CH:6][CH:5]=1.[CH3:11][O:12][C:13](/[CH:15]=[CH:16]/OC(=O)C1C=CC([N+]([O-])=O)=CC=1)=[O:14].C(N(CC)CC)C, predict the reaction product. The product is: [CH3:11][O:12][C:13]([C:15]1[C:3]([C:4]2[CH:9]=[CH:8][CH:7]=[CH:6][CH:5]=2)=[N:2][O:1][CH:16]=1)=[O:14]. (2) Given the reactants S(Cl)(Cl)=O.[NH2:5][C:6]1[CH:11]=[CH:10][C:9]([CH2:12][C:13]([OH:15])=[O:14])=[CH:8][CH:7]=1.[CH3:16]O, predict the reaction product. The product is: [NH2:5][C:6]1[CH:7]=[CH:8][C:9]([CH2:12][C:13]([O:15][CH3:16])=[O:14])=[CH:10][CH:11]=1. (3) The product is: [NH2:1][C:2]1[C:10]([Cl:11])=[CH:9][C:5]([C:6]([O:8][CH3:14])=[O:7])=[C:4]([O:12][CH3:13])[CH:3]=1. Given the reactants [NH2:1][C:2]1[C:10]([Cl:11])=[CH:9][C:5]([C:6]([OH:8])=[O:7])=[C:4]([O:12][CH3:13])[CH:3]=1.[CH3:14][Si](C=[N+]=[N-])(C)C, predict the reaction product. (4) Given the reactants ClC1C=CC(C)=CC=1.[Li].[Cl:10][C:11]1[CH:12]=[C:13]([C:17]([F:20])([F:19])[F:18])[CH:14]=[CH:15][CH:16]=1.[C:21](=[O:23])=[O:22], predict the reaction product. The product is: [F:20][C:17]([F:18])([F:19])[C:13]1[CH:14]=[CH:15][CH:16]=[C:11]([Cl:10])[C:12]=1[C:21]([OH:23])=[O:22]. (5) The product is: [OH:1][CH2:2][CH2:3][O:4][C@@H:5]1[CH2:10][CH2:9][C@H:8]([N:11]2[C:16](=[O:17])[C:15]([CH2:18][C:19]3[CH:24]=[CH:23][C:22]([C:25]4[CH:30]=[CH:29][CH:28]=[CH:27][C:26]=4[C:31]4[NH:40][C:75](=[O:77])[O:78][N:32]=4)=[CH:21][CH:20]=3)=[C:14]([CH2:33][CH2:34][CH3:35])[N:13]3[N:36]=[C:37]([CH3:39])[N:38]=[C:12]23)[CH2:7][CH2:6]1. Given the reactants [OH:1][CH2:2][CH2:3][O:4][C@@H:5]1[CH2:10][CH2:9][C@H:8]([N:11]2[C:16](=[O:17])[C:15]([CH2:18][C:19]3[CH:24]=[CH:23][C:22]([C:25]4[C:26]([C:31]#[N:32])=[CH:27][CH:28]=[CH:29][CH:30]=4)=[CH:21][CH:20]=3)=[C:14]([CH2:33][CH2:34][CH3:35])[N:13]3[N:36]=[C:37]([CH3:39])[N:38]=[C:12]23)[CH2:7][CH2:6]1.[N:40]1C(C)=CC=CC=1C.FC(F)(F)S(O[Si](C(C)(C)C)(C)C)(=O)=O.Cl.N12CCCN=C1CCCCC2.[C:75]([O:78]CC)(=[O:77])C, predict the reaction product. (6) The product is: [ClH:1].[ClH:1].[S:29]1[CH:30]=[CH:31][CH:32]=[C:28]1[CH2:27][CH2:26][O:25][CH:23]1[CH2:24][NH:21][CH2:22]1. Given the reactants [Cl:1]C(OC(Cl)=O)C.C([N:21]1[CH2:24][CH:23]([O:25][CH2:26][CH2:27][C:28]2[S:29][CH:30]=[CH:31][CH:32]=2)[CH2:22]1)(C1C=CC=CC=1)C1C=CC=CC=1.C(O)C, predict the reaction product. (7) Given the reactants [OH:1][C:2]1[N:7]=[CH:6][C:5]([N:8]2[C:13](=[O:14])[CH2:12][C:11]([CH3:16])([CH3:15])[CH2:10][C:9]2=[O:17])=[CH:4][CH:3]=1.C(NC1C=CC([O:33][C:34]([N:36]2[CH2:41][CH2:40][CH:39]([O:42][Si](C(C)(C)C)(C)C)[CH2:38][CH2:37]2)=O)=NC=1)(=O)C1C=CC=CC=1.C(N(CC)CC)C.C(OCC)(=O)C, predict the reaction product. The product is: [CH3:16][C:11]1([CH3:15])[CH2:12][C:13](=[O:14])[N:8]([C:5]2[CH:6]=[N:7][C:2]([O:1][C:34]([N:36]3[CH2:41][CH2:40][CH:39]([OH:42])[CH2:38][CH2:37]3)=[O:33])=[CH:3][CH:4]=2)[C:9](=[O:17])[CH2:10]1. (8) Given the reactants Br[CH2:2][C:3]([C:5]1[CH:10]=[CH:9][C:8]([OH:11])=[C:7]([CH3:12])[CH:6]=1)=O.[CH:13]([NH2:15])=[O:14], predict the reaction product. The product is: [O:14]1[CH:2]=[C:3]([C:5]2[CH:10]=[CH:9][C:8]([OH:11])=[C:7]([CH3:12])[CH:6]=2)[N:15]=[CH:13]1.